Regression/Classification. Given a drug SMILES string, predict its absorption, distribution, metabolism, or excretion properties. Task type varies by dataset: regression for continuous measurements (e.g., permeability, clearance, half-life) or binary classification for categorical outcomes (e.g., BBB penetration, CYP inhibition). Dataset: cyp2d6_veith. From a dataset of CYP2D6 inhibition data for predicting drug metabolism from PubChem BioAssay. (1) The drug is CCOC(=O)c1sc(-c2ccc(Br)cc2)cc1N. The result is 0 (non-inhibitor). (2) The molecule is c1ccc2c(c1)CCC[C@@H]2C1=NCCN1. The result is 1 (inhibitor).